Predict the reaction yield, written as a fraction of the theoretical maximum amount of product (1.0 means a 100% yield; for example, 0.34 means a 34% yield). From a dataset of Reaction yield outcomes from USPTO patents with 853,638 reactions. (1) The reactants are [CH:1](=[O:5])[CH:2]([CH3:4])[CH3:3].[C:6](#[N:9])[CH:7]=[CH2:8].Cl. The catalyst is CO. The product is [CH3:3][C:2]([CH3:4])([CH:1]=[O:5])[CH2:8][CH2:7][C:6]#[N:9]. The yield is 0.507. (2) The reactants are [N+:1]([C:4]1[CH:22]=[CH:21][C:7]([CH2:8][NH:9][S:10]([NH:13][C:14](=[O:20])[O:15][C:16]([CH3:19])([CH3:18])[CH3:17])(=[O:12])=[O:11])=[CH:6][CH:5]=1)([O-])=O.[H][H]. The catalyst is C(O)C.O1CCCC1.[Pd]. The product is [NH2:1][C:4]1[CH:22]=[CH:21][C:7]([CH2:8][NH:9][S:10]([NH:13][C:14](=[O:20])[O:15][C:16]([CH3:18])([CH3:19])[CH3:17])(=[O:12])=[O:11])=[CH:6][CH:5]=1. The yield is 0.980. (3) The reactants are [F:1][C:2]1[NH:3][C:4]([C:12]2[CH:17]=[CH:16][CH:15]=[CH:14][CH:13]=2)=[CH:5][C:6]=1[C:7]([O:9][CH2:10][CH3:11])=[O:8].[H-].[Na+].C1OCCOCCOCCOCCOC1.[C:35]1([S:41](Cl)(=[O:43])=[O:42])[CH:40]=[CH:39][CH:38]=[CH:37][CH:36]=1. The catalyst is O1CCCC1.[Cl-].[Na+].O. The product is [F:1][C:2]1[N:3]([S:41]([C:35]2[CH:40]=[CH:39][CH:38]=[CH:37][CH:36]=2)(=[O:43])=[O:42])[C:4]([C:12]2[CH:17]=[CH:16][CH:15]=[CH:14][CH:13]=2)=[CH:5][C:6]=1[C:7]([O:9][CH2:10][CH3:11])=[O:8]. The yield is 0.810.